Dataset: Forward reaction prediction with 1.9M reactions from USPTO patents (1976-2016). Task: Predict the product of the given reaction. (1) Given the reactants [NH2:1][C:2]1[CH:15]=[C:14]([C:16]([F:19])([F:18])[F:17])[CH:13]=[CH:12][C:3]=1[C:4]([NH:6][C:7]([CH3:11])([C:9]#[CH:10])[CH3:8])=[O:5].Cl[CH2:21]CCl.C=O.C(O[BH-](OC(=O)C)OC(=O)C)(=O)C.[Na+], predict the reaction product. The product is: [CH3:21][NH:1][C:2]1[CH:15]=[C:14]([C:16]([F:17])([F:18])[F:19])[CH:13]=[CH:12][C:3]=1[C:4]([NH:6][C:7]([CH3:11])([C:9]#[CH:10])[CH3:8])=[O:5]. (2) Given the reactants [Cl-].O[NH3+:3].[C:4](=[O:7])([O-])[OH:5].[Na+].CS(C)=O.[CH:13]1([C:16]([OH:54])([CH3:53])[CH2:17][O:18][C@H:19]2[CH2:24][CH2:23][C@H:22]([N:25]3[C:30](=[O:31])[C:29]([CH2:32][C:33]4[CH:38]=[CH:37][C:36]([C:39]5[C:40]([C:45]#[N:46])=[CH:41][CH:42]=[CH:43][CH:44]=5)=[CH:35][CH:34]=4)=[C:28]([CH2:47][CH2:48][CH3:49])[N:27]4[N:50]=[CH:51][CH:52]=[C:26]34)[CH2:21][CH2:20]2)[CH2:15][CH2:14]1, predict the reaction product. The product is: [CH:13]1([C:16]([OH:54])([CH3:53])[CH2:17][O:18][C@H:19]2[CH2:20][CH2:21][C@H:22]([N:25]3[C:30](=[O:31])[C:29]([CH2:32][C:33]4[CH:34]=[CH:35][C:36]([C:39]5[CH:44]=[CH:43][CH:42]=[CH:41][C:40]=5[C:45]5[NH:3][C:4](=[O:7])[O:5][N:46]=5)=[CH:37][CH:38]=4)=[C:28]([CH2:47][CH2:48][CH3:49])[N:27]4[N:50]=[CH:51][CH:52]=[C:26]34)[CH2:23][CH2:24]2)[CH2:14][CH2:15]1. (3) The product is: [C:1]1([C:10]2[C:19]3[C:14](=[CH:15][CH:16]=[CH:17][CH:18]=3)[CH:13]=[CH:12][C:11]=2[C:20]([OH:22])=[O:21])[CH:6]=[CH:5][CH:4]=[CH:3][CH:2]=1.[F:9][C:10]1[C:19]2[C:14](=[CH:15][CH:16]=[CH:17][CH:18]=2)[CH:13]=[CH:12][C:11]=1[C:20]([OH:22])=[O:21].[CH3:23][O:24][C:25]1[C:34]2[C:29](=[CH:30][CH:31]=[CH:32][CH:33]=2)[CH:28]=[CH:27][C:26]=1[C:35]([OH:37])=[O:36]. Given the reactants [C:1]1([Mg]Br)[CH:6]=[CH:5][CH:4]=[CH:3][CH:2]=1.[F:9][C:10]1[C:19]2[C:14](=[CH:15][CH:16]=[CH:17][CH:18]=2)[CH:13]=[CH:12][C:11]=1[C:20]([OH:22])=[O:21].[CH3:23][O:24][C:25]1[C:34]2[C:29](=[CH:30][CH:31]=[CH:32][CH:33]=2)[CH:28]=[CH:27][C:26]=1[C:35]([OH:37])=[O:36].Cl, predict the reaction product. (4) Given the reactants CS(O[CH2:6][CH2:7][C:8]1[C:17]2[CH2:16][O:15][C:14]([CH3:19])([CH3:18])[O:13][C:12]=2[CH:11]=[CH:10][CH:9]=1)(=O)=O.[NH:20]1[CH2:25][CH2:24][CH:23]([C:26]([O:28][CH2:29][CH3:30])=[O:27])[CH2:22][CH2:21]1, predict the reaction product. The product is: [CH3:18][C:14]1([CH3:19])[O:13][C:12]2[CH:11]=[CH:10][CH:9]=[C:8]([CH2:7][CH2:6][N:20]3[CH2:25][CH2:24][CH:23]([C:26]([O:28][CH2:29][CH3:30])=[O:27])[CH2:22][CH2:21]3)[C:17]=2[CH2:16][O:15]1. (5) The product is: [C:1]1([C:7]2([C:13]3[CH:18]=[CH:17][CH:16]=[CH:15][CH:14]=3)[CH2:12][CH2:11][CH2:10][N:9]([C:39](=[O:40])[CH2:38][N:21]3[CH2:22][CH2:23][CH2:24][C:25]([C:32]4[CH:37]=[CH:36][CH:35]=[CH:34][CH:33]=4)([C:26]4[CH:31]=[CH:30][CH:29]=[CH:28][CH:27]=4)[C:20]3=[O:19])[CH2:8]2)[CH:2]=[CH:3][CH:4]=[CH:5][CH:6]=1. Given the reactants [C:1]1([C:7]2([C:13]3[CH:18]=[CH:17][CH:16]=[CH:15][CH:14]=3)[CH2:12][CH2:11][CH2:10][NH:9][CH2:8]2)[CH:6]=[CH:5][CH:4]=[CH:3][CH:2]=1.[O:19]=[C:20]1[C:25]([C:32]2[CH:37]=[CH:36][CH:35]=[CH:34][CH:33]=2)([C:26]2[CH:31]=[CH:30][CH:29]=[CH:28][CH:27]=2)[CH2:24][CH2:23][CH2:22][N:21]1[CH2:38][C:39](O)=[O:40].Cl.C(N=C=NCCCN(C)C)C, predict the reaction product. (6) The product is: [CH:3]1([CH2:9][O:10][C:11]2[C:12]3[N:13]([C:17]([C:21]([NH:23][CH2:24][C:25]4([C:31]([O:33][CH3:34])=[O:32])[CH2:30][CH2:29][N:28]([S:46]([CH3:45])(=[O:48])=[O:47])[CH2:27][CH2:26]4)=[O:22])=[C:18]([CH3:20])[N:19]=3)[CH:14]=[CH:15][CH:16]=2)[CH2:8][CH2:7][CH2:6][CH2:5][CH2:4]1. Given the reactants Cl.Cl.[CH:3]1([CH2:9][O:10][C:11]2[C:12]3[N:13]([C:17]([C:21]([NH:23][CH2:24][C:25]4([C:31]([O:33][CH3:34])=[O:32])[CH2:30][CH2:29][NH:28][CH2:27][CH2:26]4)=[O:22])=[C:18]([CH3:20])[N:19]=3)[CH:14]=[CH:15][CH:16]=2)[CH2:8][CH2:7][CH2:6][CH2:5][CH2:4]1.C(N(CC)CC)C.ClCCl.[CH3:45][S:46](Cl)(=[O:48])=[O:47], predict the reaction product. (7) Given the reactants FC(F)(F)C(O)=O.[F:8][C:9]1[CH:14]=[C:13]([S:15]([CH3:18])(=[O:17])=[O:16])[CH:12]=[CH:11][C:10]=1[C:19]1[CH:20]=[CH:21][C:22]2[O:26][C:25]([CH:27]3[CH2:32][CH2:31][NH:30][CH2:29][CH2:28]3)=[N:24][C:23]=2[CH:33]=1.Cl[C:35]([O:37][CH:38]([CH3:40])[CH3:39])=[O:36].C1(C)C=CC=CC=1, predict the reaction product. The product is: [F:8][C:9]1[CH:14]=[C:13]([S:15]([CH3:18])(=[O:16])=[O:17])[CH:12]=[CH:11][C:10]=1[C:19]1[CH:20]=[CH:21][C:22]2[O:26][C:25]([CH:27]3[CH2:32][CH2:31][N:30]([C:35]([O:37][CH:38]([CH3:40])[CH3:39])=[O:36])[CH2:29][CH2:28]3)=[N:24][C:23]=2[CH:33]=1. (8) Given the reactants [Cl:1][C:2]1[CH:7]=[CH:6][C:5]([C:8]2[C:9]3[CH2:10][CH2:11][N:12]([CH3:23])[CH2:13][C:14]=3[C:15]3[NH:20][C:19](=[O:21])[C:18](=O)[C:16]=3[CH:17]=2)=[CH:4][CH:3]=1.Cl.[NH2:25][OH:26], predict the reaction product. The product is: [ClH:1].[Cl:1][C:2]1[CH:7]=[CH:6][C:5]([C:8]2[C:9]3[CH2:10][CH2:11][N:12]([CH3:23])[CH2:13][C:14]=3[C:15]3[NH:20][C:19](=[O:21])[C:18](=[N:25][OH:26])[C:16]=3[CH:17]=2)=[CH:4][CH:3]=1. (9) The product is: [C:27]([O:26][C:24]([CH:7]([CH2:6][CH2:5][C:4]([O:3][CH2:1][CH3:2])=[O:31])[CH2:8][C:9]1[O:10][C:11]([C:14]([OH:16])=[O:15])=[CH:12][CH:13]=1)=[O:25])([CH3:30])([CH3:29])[CH3:28]. Given the reactants [CH2:1]([O:3][C:4](=[O:31])[CH2:5][CH2:6][C:7]([C:24]([O:26][C:27]([CH3:30])([CH3:29])[CH3:28])=[O:25])=[CH:8][C:9]1[O:10][C:11]([C:14]([O:16]CC2C=CC=CC=2)=[O:15])=[CH:12][CH:13]=1)[CH3:2], predict the reaction product.